Dataset: NCI-60 drug combinations with 297,098 pairs across 59 cell lines. Task: Regression. Given two drug SMILES strings and cell line genomic features, predict the synergy score measuring deviation from expected non-interaction effect. (1) Drug 1: CS(=O)(=O)C1=CC(=C(C=C1)C(=O)NC2=CC(=C(C=C2)Cl)C3=CC=CC=N3)Cl. Drug 2: C1CN(P(=O)(OC1)NCCCl)CCCl. Cell line: MALME-3M. Synergy scores: CSS=-1.49, Synergy_ZIP=2.29, Synergy_Bliss=0.516, Synergy_Loewe=-2.40, Synergy_HSA=-1.06. (2) Drug 1: C1=CC(=CC=C1CC(C(=O)O)N)N(CCCl)CCCl.Cl. Drug 2: CC(C)NC(=O)C1=CC=C(C=C1)CNNC.Cl. Cell line: NCI-H522. Synergy scores: CSS=12.8, Synergy_ZIP=0.175, Synergy_Bliss=3.42, Synergy_Loewe=-6.08, Synergy_HSA=2.03. (3) Drug 1: CC1CCC2CC(C(=CC=CC=CC(CC(C(=O)C(C(C(=CC(C(=O)CC(OC(=O)C3CCCCN3C(=O)C(=O)C1(O2)O)C(C)CC4CCC(C(C4)OC)OCCO)C)C)O)OC)C)C)C)OC. Drug 2: CC(C)CN1C=NC2=C1C3=CC=CC=C3N=C2N. Cell line: PC-3. Synergy scores: CSS=9.93, Synergy_ZIP=2.08, Synergy_Bliss=3.14, Synergy_Loewe=7.10, Synergy_HSA=4.60. (4) Drug 1: C1C(C(OC1N2C=C(C(=O)NC2=O)F)CO)O. Drug 2: CCN(CC)CCCC(C)NC1=C2C=C(C=CC2=NC3=C1C=CC(=C3)Cl)OC. Cell line: HT29. Synergy scores: CSS=33.0, Synergy_ZIP=-3.35, Synergy_Bliss=-1.62, Synergy_Loewe=-3.08, Synergy_HSA=0.788. (5) Drug 1: C1CN1P(=S)(N2CC2)N3CC3. Drug 2: C1=NC2=C(N=C(N=C2N1C3C(C(C(O3)CO)O)F)Cl)N. Cell line: NCI/ADR-RES. Synergy scores: CSS=21.4, Synergy_ZIP=-2.46, Synergy_Bliss=0.325, Synergy_Loewe=-20.7, Synergy_HSA=-0.997.